From a dataset of Reaction yield outcomes from USPTO patents with 853,638 reactions. Predict the reaction yield, written as a fraction of the theoretical maximum amount of product (1.0 means a 100% yield; for example, 0.34 means a 34% yield). The reactants are F[C:2]1[N:7]=[CH:6][C:5]([C:8]2([OH:18])[CH2:17][CH2:16][C:11]3([O:15][CH2:14][CH2:13][O:12]3)[CH2:10][CH2:9]2)=[CH:4][CH:3]=1.[C-:19]#[N:20].[K+].C1OCCOCCOCCOCCOCCOC1. The catalyst is CN(C=O)C. The product is [OH:18][C:8]1([C:5]2[CH:4]=[CH:3][C:2]([C:19]#[N:20])=[N:7][CH:6]=2)[CH2:17][CH2:16][C:11]2([O:15][CH2:14][CH2:13][O:12]2)[CH2:10][CH2:9]1. The yield is 0.360.